Dataset: NCI-60 drug combinations with 297,098 pairs across 59 cell lines. Task: Regression. Given two drug SMILES strings and cell line genomic features, predict the synergy score measuring deviation from expected non-interaction effect. Drug 1: C1=CC(=CC=C1CCCC(=O)O)N(CCCl)CCCl. Drug 2: CC1=C(C=C(C=C1)C(=O)NC2=CC(=CC(=C2)C(F)(F)F)N3C=C(N=C3)C)NC4=NC=CC(=N4)C5=CN=CC=C5. Cell line: OVCAR-8. Synergy scores: CSS=15.8, Synergy_ZIP=-7.85, Synergy_Bliss=2.24, Synergy_Loewe=-1.57, Synergy_HSA=-0.780.